From a dataset of Reaction yield outcomes from USPTO patents with 853,638 reactions. Predict the reaction yield, written as a fraction of the theoretical maximum amount of product (1.0 means a 100% yield; for example, 0.34 means a 34% yield). (1) The reactants are Br[C:2]1[CH:3]=[C:4]([N:8]2[CH2:13][CH2:12][N:11]([C:14]([O:16][C:17]([CH3:20])([CH3:19])[CH3:18])=[O:15])[CH2:10][CH2:9]2)[CH:5]=[CH:6][CH:7]=1.[F:21][C:22]1[C:27]([F:28])=[CH:26][CH:25]=[CH:24][C:23]=1OB(O)O.C(=O)([O-])[O-].[Na+].[Na+].O. The catalyst is COCCOC.O. The product is [F:21][C:22]1[C:27]([F:28])=[CH:26][CH:25]=[CH:24][C:23]=1[C:2]1[CH:7]=[CH:6][CH:5]=[C:4]([N:8]2[CH2:13][CH2:12][N:11]([C:14]([O:16][C:17]([CH3:20])([CH3:19])[CH3:18])=[O:15])[CH2:10][CH2:9]2)[CH:3]=1. The yield is 0.860. (2) The reactants are [CH:1]1[C:13]2[NH:12][C:11]3[C:6](=[CH:7][CH:8]=[CH:9][CH:10]=3)[C:5]=2[CH:4]=[CH:3][CH:2]=1.[Br:14][CH2:15][CH2:16][CH2:17][CH2:18][CH2:19][C:20](Cl)=[O:21]. The catalyst is C1(C)C=CC=CC=1. The product is [Br:14][CH2:15][CH2:16][CH2:17][CH2:18][CH2:19][C:20]([N:12]1[C:11]2[CH:10]=[CH:9][CH:8]=[CH:7][C:6]=2[C:5]2[C:13]1=[CH:1][CH:2]=[CH:3][CH:4]=2)=[O:21]. The yield is 0.830.